Regression. Given two drug SMILES strings and cell line genomic features, predict the synergy score measuring deviation from expected non-interaction effect. From a dataset of NCI-60 drug combinations with 297,098 pairs across 59 cell lines. (1) Drug 1: C1CC(C1)(C(=O)O)C(=O)O.[NH2-].[NH2-].[Pt+2]. Drug 2: C(CC(=O)O)C(=O)CN.Cl. Cell line: U251. Synergy scores: CSS=8.56, Synergy_ZIP=-0.339, Synergy_Bliss=2.79, Synergy_Loewe=-3.69, Synergy_HSA=-0.123. (2) Drug 1: CCC1=CC2CC(C3=C(CN(C2)C1)C4=CC=CC=C4N3)(C5=C(C=C6C(=C5)C78CCN9C7C(C=CC9)(C(C(C8N6C)(C(=O)OC)O)OC(=O)C)CC)OC)C(=O)OC.C(C(C(=O)O)O)(C(=O)O)O. Drug 2: C1=NC2=C(N=C(N=C2N1C3C(C(C(O3)CO)O)O)F)N. Cell line: SF-295. Synergy scores: CSS=33.0, Synergy_ZIP=-4.84, Synergy_Bliss=-2.60, Synergy_Loewe=-38.8, Synergy_HSA=-2.64. (3) Drug 1: CC1=CC2C(CCC3(C2CCC3(C(=O)C)OC(=O)C)C)C4(C1=CC(=O)CC4)C. Synergy scores: CSS=25.3, Synergy_ZIP=6.92, Synergy_Bliss=12.1, Synergy_Loewe=5.17, Synergy_HSA=8.16. Drug 2: C1CN(CCN1C(=O)CCBr)C(=O)CCBr. Cell line: BT-549. (4) Drug 1: C1=CC(=CC=C1C#N)C(C2=CC=C(C=C2)C#N)N3C=NC=N3. Drug 2: CCC1=C2CN3C(=CC4=C(C3=O)COC(=O)C4(CC)O)C2=NC5=C1C=C(C=C5)O. Cell line: OVCAR-5. Synergy scores: CSS=3.36, Synergy_ZIP=-3.02, Synergy_Bliss=-4.57, Synergy_Loewe=-27.5, Synergy_HSA=-16.3.